Dataset: Full USPTO retrosynthesis dataset with 1.9M reactions from patents (1976-2016). Task: Predict the reactants needed to synthesize the given product. (1) Given the product [Br:1][CH2:34][C:31]1[CH:32]=[CH:33][C:28]([Cl:27])=[N:29][CH:30]=1, predict the reactants needed to synthesize it. The reactants are: [Br:1]N1C(=O)CCC1=O.C(OOC(=O)C1C=CC=CC=1)(=O)C1C=CC=CC=1.[Cl:27][C:28]1[CH:33]=[CH:32][C:31]([CH3:34])=[CH:30][N:29]=1.O. (2) Given the product [F:17][C:13]1[CH:12]=[C:11]([CH2:10][CH2:9][O:8][C:4]2[N:3]=[C:2]([C:25]3[CH:24]=[C:19]([CH:28]=[CH:27][CH:26]=3)[C:18]([OH:21])=[O:20])[CH:7]=[CH:6][CH:5]=2)[CH:16]=[CH:15][CH:14]=1, predict the reactants needed to synthesize it. The reactants are: Cl[C:2]1[CH:7]=[CH:6][CH:5]=[C:4]([O:8][CH2:9][CH2:10][C:11]2[CH:16]=[CH:15][CH:14]=[C:13]([F:17])[CH:12]=2)[N:3]=1.[C:18]([O:21]CC)(=[O:20])[CH3:19].[CH3:24][CH2:25][CH2:26][CH2:27][CH2:28]C. (3) Given the product [C:7]([S:8][CH2:24][CH2:23][CH:21]=[O:22])([C:1]1[CH:2]=[CH:3][CH:4]=[CH:5][CH:6]=1)([C:9]1[CH:10]=[CH:11][CH:12]=[CH:13][CH:14]=1)[C:15]1[CH:16]=[CH:17][CH:18]=[CH:19][CH:20]=1, predict the reactants needed to synthesize it. The reactants are: [C:1]1([C:7]([C:15]2[CH:20]=[CH:19][CH:18]=[CH:17][CH:16]=2)([C:9]2[CH:14]=[CH:13][CH:12]=[CH:11][CH:10]=2)[SH:8])[CH:6]=[CH:5][CH:4]=[CH:3][CH:2]=1.[CH:21]([CH:23]=[CH2:24])=[O:22].C(N(CC)CC)C. (4) Given the product [I:1][C:2]1[CH:7]=[C:6]([Cl:33])[CH:5]=[CH:4][C:3]=1[NH:12][S:13]([CH3:16])(=[O:15])=[O:14], predict the reactants needed to synthesize it. The reactants are: [I:1][C:2]1[CH:7]=[C:6](C(F)(F)F)[CH:5]=[CH:4][C:3]=1[NH:12][S:13]([C:16]1C=CC=C(C(C)C)C=1)(=[O:15])=[O:14].IC1C=C([Cl:33])C=CC=1N.CS(Cl)(=O)=O. (5) Given the product [NH2:11][C:12]1[N:17]=[C:16]([O:10][CH2:3][C:4]2[CH:9]=[CH:8][CH:7]=[CH:6][CH:5]=2)[C:15]([C:22]2[CH:23]=[CH:24][C:25](=[O:31])[N:26]([CH:28]([CH3:30])[CH3:29])[N:27]=2)=[C:14]([C:32]2[CH:33]=[CH:34][CH:35]=[CH:36][CH:37]=2)[N:13]=1, predict the reactants needed to synthesize it. The reactants are: [H-].[Na+].[CH2:3]([OH:10])[C:4]1[CH:9]=[CH:8][CH:7]=[CH:6][CH:5]=1.[NH2:11][C:12]1[N:17]=[C:16](S(C)(=O)=O)[C:15]([C:22]2[CH:23]=[CH:24][C:25](=[O:31])[N:26]([CH:28]([CH3:30])[CH3:29])[N:27]=2)=[C:14]([C:32]2[CH:37]=[CH:36][CH:35]=[CH:34][CH:33]=2)[N:13]=1.O. (6) Given the product [CH3:1][C@H:2]1[CH2:3][C@@H:4]([NH:6][C:7]([O:9][CH:10]([CH3:12])[CH3:11])=[O:8])[C:19]2[C:14](=[CH:15][CH:16]=[C:17]([C:20]3[N:21]=[CH:22][N:23]([CH2:25][C:26]([O:28][C:29]([CH3:32])([CH3:31])[CH3:30])=[O:27])[CH:24]=3)[CH:18]=2)[NH:13]1, predict the reactants needed to synthesize it. The reactants are: [CH3:1][CH:2]([NH:13][C:14]1[CH:19]=[CH:18][C:17]([C:20]2[N:21]=[CH:22][N:23]([CH2:25][C:26]([O:28][C:29]([CH3:32])([CH3:31])[CH3:30])=[O:27])[CH:24]=2)=[CH:16][CH:15]=1)[CH2:3][C:4]([NH:6][C:7]([O:9][CH:10]([CH3:12])[CH3:11])=[O:8])=O.[BH4-].[Na+].[Cl-].[Mg+2].[Cl-].C(O)(=O)CC(CC(O)=O)(C(O)=O)O.Cl. (7) The reactants are: [CH3:1][N:2]1[CH2:7][CH2:6][N:5]([C:8]2[CH:9]=[C:10]([NH2:14])[CH:11]=[CH:12][CH:13]=2)[CH2:4][CH2:3]1.[CH2:15]([O:17][C:18]([C:20]1[C:21](=[O:40])[C:22]2[CH:27]=[N:26][C:25](S(C)(=O)=O)=[N:24][C:23]=2[N:32]([CH:34]2[CH2:39][CH2:38][CH2:37][CH2:36][CH2:35]2)[CH:33]=1)=[O:19])[CH3:16]. Given the product [CH2:15]([O:17][C:18]([C:20]1[C:21](=[O:40])[C:22]2[CH:27]=[N:26][C:25]([NH:14][C:10]3[CH:11]=[CH:12][CH:13]=[C:8]([N:5]4[CH2:4][CH2:3][N:2]([CH3:1])[CH2:7][CH2:6]4)[CH:9]=3)=[N:24][C:23]=2[N:32]([CH:34]2[CH2:39][CH2:38][CH2:37][CH2:36][CH2:35]2)[CH:33]=1)=[O:19])[CH3:16], predict the reactants needed to synthesize it. (8) The reactants are: [C:1]([C:3]1[CH:8]=[CH:7][CH:6]=[CH:5][C:4]=1[C:9]1([C:12]([NH2:14])=[O:13])[CH2:11][CH2:10]1)#[CH:2].[Cl:15][C:16]1[N:21]=[C:20](Cl)[C:19]([CH3:23])=[CH:18][N:17]=1. Given the product [Cl:15][C:16]1[N:21]=[C:20]([C:2]#[C:1][C:3]2[CH:8]=[CH:7][CH:6]=[CH:5][C:4]=2[C:9]2([C:12]([NH2:14])=[O:13])[CH2:11][CH2:10]2)[C:19]([CH3:23])=[CH:18][N:17]=1, predict the reactants needed to synthesize it.